This data is from Full USPTO retrosynthesis dataset with 1.9M reactions from patents (1976-2016). The task is: Predict the reactants needed to synthesize the given product. Given the product [CH3:8][C:1]1[CH:2]=[C:3]([CH3:7])[CH:4]=[CH:5][C:6]=1[C:9](=[O:12])[CH:10]=[CH2:11], predict the reactants needed to synthesize it. The reactants are: [C:1]1([CH3:8])[CH:6]=[CH:5][CH:4]=[C:3]([CH3:7])[CH:2]=1.[C:9](Cl)(=[O:12])[CH:10]=[CH2:11].[Cl-].[Al+3].[Cl-].[Cl-].